Task: Predict which catalyst facilitates the given reaction.. Dataset: Catalyst prediction with 721,799 reactions and 888 catalyst types from USPTO (1) Reactant: [Cl:1][C:2]1[CH:29]=[C:28]([NH:30][CH3:31])[CH:27]=[CH:26][C:3]=1[CH2:4][N:5]1[C:9]2=[N:10][C:11]([C:14](=[O:24])[NH:15][S:16]([CH2:19][CH2:20][CH2:21][CH2:22][CH3:23])(=[O:18])=[O:17])=[CH:12][CH:13]=[C:8]2[N:7]=[C:6]1[CH3:25].N1C=CC=CC=1.[C:38](Cl)(=[O:43])[C:39]([CH3:42])([CH3:41])[CH3:40]. Product: [Cl:1][C:2]1[CH:29]=[C:28]([N:30]([CH3:31])[C:38](=[O:43])[C:39]([CH3:42])([CH3:41])[CH3:40])[CH:27]=[CH:26][C:3]=1[CH2:4][N:5]1[C:9]2=[N:10][C:11]([C:14](=[O:24])[NH:15][S:16]([CH2:19][CH2:20][CH2:21][CH2:22][CH3:23])(=[O:18])=[O:17])=[CH:12][CH:13]=[C:8]2[N:7]=[C:6]1[CH3:25]. The catalyst class is: 526. (2) Reactant: [Br:1][C:2]1[CH:3]=[N:4][C:5]([Cl:14])=[C:6]([CH:13]=1)[C:7](N(OC)C)=[O:8].BrC1C=NC([Cl:25])=C(C=1)C(O)=O.CN(C)C=O. Product: [Br:1][C:2]1[CH:3]=[N:4][C:5]([Cl:14])=[C:6]([CH:13]=1)[C:7]([Cl:25])=[O:8]. The catalyst class is: 309. (3) Reactant: [F:1][C:2]([F:24])([F:23])[CH:3]1[CH2:8][CH2:7][CH2:6][N:5]([CH2:9][CH:10]2[CH2:15][CH2:14][N:13](C(OC(C)(C)C)=O)[CH2:12][CH2:11]2)[CH2:4]1. Product: [NH:13]1[CH2:14][CH2:15][CH:10]([CH2:9][N:5]2[CH2:6][CH2:7][CH2:8][CH:3]([C:2]([F:24])([F:1])[F:23])[CH2:4]2)[CH2:11][CH2:12]1. The catalyst class is: 137. (4) Reactant: [NH:1]1[CH2:6][CH2:5][NH:4][CH2:3][CH2:2]1.C(N(CC)CC)C.[CH3:14][CH:15]([S:17](Cl)(=[O:19])=[O:18])[CH3:16]. Product: [CH3:14][CH:15]([S:17]([N:1]1[CH2:6][CH2:5][NH:4][CH2:3][CH2:2]1)(=[O:19])=[O:18])[CH3:16]. The catalyst class is: 4. (5) Reactant: [CH2:1]([C:8]1[CH:9]=[CH:10][C:11]([NH2:14])=[N:12][CH:13]=1)[C:2]1[CH:7]=[CH:6][CH:5]=[CH:4][CH:3]=1.[Br:15]Br.C([O-])(O)=O.[Na+]. Product: [CH2:1]([C:8]1[CH:9]=[C:10]([Br:15])[C:11]([NH2:14])=[N:12][CH:13]=1)[C:2]1[CH:3]=[CH:4][CH:5]=[CH:6][CH:7]=1. The catalyst class is: 2. (6) Reactant: [CH:1]1([N:6]2[CH2:12][C:11]3([CH2:15][CH2:14][CH2:13]3)[C:10](=[O:16])[N:9]([CH3:17])[C:8]3[CH:18]=[N:19][C:20]([NH:22][C:23]4[CH:31]=[CH:30][C:26]([C:27](O)=[O:28])=[CH:25][C:24]=4[O:32][CH3:33])=[N:21][C:7]2=3)[CH2:5][CH2:4][CH2:3][CH2:2]1.CCN(C(C)C)C(C)C.CN(C(ON1N=NC2C=CC=CC1=2)=[N+](C)C)C.[B-](F)(F)(F)F.Cl.Cl.[NH2:67][CH:68]1[CH:73]2[CH2:74][CH2:75][N:70]([CH2:71][CH2:72]2)[CH2:69]1. Product: [CH:1]1([N:6]2[CH2:12][C:11]3([CH2:13][CH2:14][CH2:15]3)[C:10](=[O:16])[N:9]([CH3:17])[C:8]3[CH:18]=[N:19][C:20]([NH:22][C:23]4[CH:31]=[CH:30][C:26]([C:27]([NH:67][CH:68]5[CH:73]6[CH2:74][CH2:75][N:70]([CH2:71][CH2:72]6)[CH2:69]5)=[O:28])=[CH:25][C:24]=4[O:32][CH3:33])=[N:21][C:7]2=3)[CH2:5][CH2:4][CH2:3][CH2:2]1. The catalyst class is: 3.